Dataset: Forward reaction prediction with 1.9M reactions from USPTO patents (1976-2016). Task: Predict the product of the given reaction. Given the reactants [CH3:1][O:2][CH2:3][CH2:4][CH2:5][C:6]1[CH:11]=[CH:10][C:9]([Cl:12])=[CH:8][CH:7]=1.[Br:13]N1C(=O)CCC1=O.N(C(C)(C)C#N)=NC(C)(C)C#N, predict the reaction product. The product is: [CH3:1][O:2][CH2:3][CH2:4][CH:5]([C:6]1[CH:7]=[CH:8][C:9]([Cl:12])=[CH:10][CH:11]=1)[Br:13].